Task: Predict the product of the given reaction.. Dataset: Forward reaction prediction with 1.9M reactions from USPTO patents (1976-2016) (1) Given the reactants Cl[S:2]([C:5]1[CH:6]=[C:7]([CH:41]=[CH:42][CH:43]=1)[C:8]([NH:10][C:11]1[S:12][C:13]2[CH2:40][CH2:39][CH2:38][CH2:37][C:14]=2[C:15]=1[C:16]([NH:18][C:19]1[CH:24]=[CH:23][C:22]([CH2:25][CH2:26][C:27]2[CH:36]=[CH:35][C:30]([C:31]([O:33][CH3:34])=[O:32])=[CH:29][CH:28]=2)=[CH:21][CH:20]=1)=[O:17])=[O:9])(=[O:4])=[O:3].Cl.[NH2:45][CH2:46][CH2:47][CH2:48][C:49]([O:51][CH2:52][CH3:53])=[O:50].C(N(CC)CC)C, predict the reaction product. The product is: [CH2:52]([O:51][C:49](=[O:50])[CH2:48][CH2:47][CH2:46][NH:45][S:2]([C:5]1[CH:6]=[C:7]([CH:41]=[CH:42][CH:43]=1)[C:8]([NH:10][C:11]1[S:12][C:13]2[CH2:40][CH2:39][CH2:38][CH2:37][C:14]=2[C:15]=1[C:16]([NH:18][C:19]1[CH:24]=[CH:23][C:22]([CH2:25][CH2:26][C:27]2[CH:36]=[CH:35][C:30]([C:31]([O:33][CH3:34])=[O:32])=[CH:29][CH:28]=2)=[CH:21][CH:20]=1)=[O:17])=[O:9])(=[O:4])=[O:3])[CH3:53]. (2) Given the reactants [NH2:1][C:2]1[C:3]([C:9]([OH:11])=[O:10])=[N:4][C:5]([Cl:8])=[CH:6][N:7]=1.C(N(CC)CC)C.F[P-](F)(F)(F)(F)F.[C:26]([N+:30]1O[C:32]([CH3:35])=[CH:33][CH:34]=1)([CH3:29])([CH3:28])[CH3:27].CN(C=[O:40])C, predict the reaction product. The product is: [NH2:1][C:2]1[C:3]([C:9]([O:11][C:32]([CH3:35])=[CH:33][C:34](=[O:40])[NH:30][C:26]([CH3:29])([CH3:28])[CH3:27])=[O:10])=[N:4][C:5]([Cl:8])=[CH:6][N:7]=1. (3) Given the reactants [NH2:1][CH2:2][C:3]1([NH2:8])[CH2:7][CH2:6][CH2:5][CH2:4]1.Br[C:10]#[N:11], predict the reaction product. The product is: [NH:8]1[C:3]2([CH2:7][CH2:6][CH2:5][CH2:4]2)[CH2:2][N:1]=[C:10]1[NH2:11]. (4) Given the reactants [C:1]1([S:7](Cl)(=[O:9])=[O:8])[CH:6]=[CH:5][CH:4]=[CH:3][CH:2]=1.[NH2:11][C@@H:12]1[CH2:16][CH2:15][C@@H:14]([C:17]([N:19]2[CH2:26][CH2:25][C@:24]3([CH3:30])[C:27]([CH3:29])([CH3:28])[C@H:20]2[CH2:21][C:22]2[C:34]([OH:35])=[CH:33][CH:32]=[CH:31][C:23]=23)=[O:18])[CH2:13]1.C(N(CC)CC)C, predict the reaction product. The product is: [OH:35][C:34]1[C:22]2[CH2:21][C@@H:20]3[C:27]([CH3:29])([CH3:28])[C@:24]([CH3:30])([C:23]=2[CH:31]=[CH:32][CH:33]=1)[CH2:25][CH2:26][N:19]3[C:17]([C@@H:14]1[CH2:15][CH2:16][C@@H:12]([NH:11][S:7]([C:1]2[CH:6]=[CH:5][CH:4]=[CH:3][CH:2]=2)(=[O:9])=[O:8])[CH2:13]1)=[O:18]. (5) The product is: [CH3:27][C:17]1[CH:22]=[CH:21][C:20]([S:23]([O:6][CH2:5][CH:3]2[CH2:4][C:2]2([F:7])[F:1])(=[O:25])=[O:24])=[CH:19][CH:18]=1. Given the reactants [F:1][C:2]1([F:7])[CH2:4][CH:3]1[CH2:5][OH:6].FF.C(N(CC)CC)C.[C:17]1([CH3:27])[CH:22]=[CH:21][C:20]([S:23](Cl)(=[O:25])=[O:24])=[CH:19][CH:18]=1, predict the reaction product. (6) The product is: [Cl:1][C:2]1[CH:7]=[CH:6][C:5]([NH:8][C:9]([C:11]2[O:12][C:13]([CH3:16])=[CH:14][CH:15]=2)=[O:10])=[CH:4][C:3]=1[C:17]1[N:18]=[C:19]2[N:24]=[CH:23][C:22]([C:25]3[CH:30]=[CH:29][C:28]([NH:31][CH3:32])=[CH:27][CH:26]=3)=[CH:21][N:20]2[CH:36]=1. Given the reactants [Cl:1][C:2]1[CH:7]=[CH:6][C:5]([NH:8][C:9]([C:11]2[O:12][C:13]([CH3:16])=[CH:14][CH:15]=2)=[O:10])=[CH:4][C:3]=1[C:17]1[N:18]=[C:19]2[N:24]=[CH:23][C:22]([C:25]3[CH:30]=[CH:29][C:28]([NH:31][C:32](=O)OC)=[CH:27][CH:26]=3)=[CH:21][N:20]2[CH:36]=1.ClC1C=CC(NC(C2OC(C)=CC=2)=O)=CC=1C1N=C2N=CC(C3C=CC(N(C)C(=O)OC(C)(C)C)=CC=3)=CN2C=1.Cl.O1CCOCC1, predict the reaction product. (7) The product is: [Cl:1][C:2]1[CH:7]=[CH:6][C:5]([O:8][C:9]2[CH:14]=[CH:13][C:12]([CH2:15][CH2:16][S:41][C:38]3[NH:39][CH:40]=[C:35]([CH2:34][C:32]4[CH:31]=[N:30][CH:29]=[N:28][CH:33]=4)[C:36](=[O:42])[N:37]=3)=[CH:11][CH:10]=2)=[CH:4][C:3]=1[C:18]([F:21])([F:20])[F:19]. Given the reactants [Cl:1][C:2]1[CH:7]=[CH:6][C:5]([O:8][C:9]2[CH:14]=[CH:13][C:12]([CH2:15][CH2:16]I)=[CH:11][CH:10]=2)=[CH:4][C:3]=1[C:18]([F:21])([F:20])[F:19].C([O-])([O-])=O.[K+].[K+].[N:28]1[CH:33]=[C:32]([CH2:34][C:35]2[C:36](=[O:42])[NH:37][C:38](=[S:41])[NH:39][CH:40]=2)[CH:31]=[N:30][CH:29]=1, predict the reaction product. (8) Given the reactants BrC1C=CC([C:8]2[CH:13]=[CH:12][CH:11]=[CH:10][C:9]=2[CH2:14][C:15](=[O:30])[CH2:16][C:17]2[CH:22]=[CH:21][CH:20]=[CH:19][C:18]=2C2C=CC(Br)=CC=2)=CC=1.[CH2:31](N(CC)CC)C.[C:38]1([C:44]#[CH:45])[CH:43]=[CH:42][CH:41]=[CH:40][CH:39]=1.CN(C)C=O.[C:51]1([CH3:57])[CH:56]=[CH:55][CH:54]=[CH:53][CH:52]=1, predict the reaction product. The product is: [C:38]1([C:44]#[C:45][C:20]2[CH:19]=[CH:18][C:17]([CH2:16][C:15](=[O:30])[CH2:14][C:9]3[CH:10]=[CH:11][C:12]([C:31]#[C:57][C:51]4[CH:56]=[CH:55][CH:54]=[CH:53][CH:52]=4)=[CH:13][CH:8]=3)=[CH:22][CH:21]=2)[CH:43]=[CH:42][CH:41]=[CH:40][CH:39]=1. (9) Given the reactants [CH3:1][C:2]1[CH:3]=[C:4]([OH:17])[CH:5]=[CH:6][C:7]=1[CH2:8][CH2:9][CH2:10][CH2:11][N:12]1[CH:16]=[CH:15][N:14]=[N:13]1.[H-].[Na+].Cl[CH2:21][C:22]1[CH:23]=[CH:24][C:25]([C:28]2[CH:33]=[CH:32][C:31]([Cl:34])=[CH:30][CH:29]=2)=[N:26][CH:27]=1.O, predict the reaction product. The product is: [Cl:34][C:31]1[CH:30]=[CH:29][C:28]([C:25]2[CH:24]=[CH:23][C:22]([CH2:21][O:17][C:4]3[CH:5]=[CH:6][C:7]([CH2:8][CH2:9][CH2:10][CH2:11][N:12]4[CH:16]=[CH:15][N:14]=[N:13]4)=[C:2]([CH3:1])[CH:3]=3)=[CH:27][N:26]=2)=[CH:33][CH:32]=1. (10) Given the reactants [H-].[Na+].[CH3:3][O:4][C:5](=[O:11])[CH2:6][C:7]([O:9][CH3:10])=[O:8].Cl[C:13]1[C:18]([Cl:19])=[CH:17][N:16]=[CH:15][N:14]=1.Cl, predict the reaction product. The product is: [CH3:3][O:4][C:5](=[O:11])[CH:6]([C:13]1[C:18]([Cl:19])=[CH:17][N:16]=[CH:15][N:14]=1)[C:7]([O:9][CH3:10])=[O:8].